This data is from Peptide-MHC class II binding affinity with 134,281 pairs from IEDB. The task is: Regression. Given a peptide amino acid sequence and an MHC pseudo amino acid sequence, predict their binding affinity value. This is MHC class II binding data. (1) The peptide sequence is FINYCIGVIFGERPE. The binding affinity (normalized) is 0.186. The MHC is DRB1_0101 with pseudo-sequence DRB1_0101. (2) The peptide sequence is NDVSTYASGKVWGQK. The MHC is HLA-DPA10301-DPB10402 with pseudo-sequence HLA-DPA10301-DPB10402. The binding affinity (normalized) is 0.0880. (3) The peptide sequence is GNFERISGDLKTQID. The MHC is DRB5_0101 with pseudo-sequence DRB5_0101. The binding affinity (normalized) is 0.535. (4) The peptide sequence is SQDLELSWMLNGLQAY. The MHC is DRB1_0401 with pseudo-sequence DRB1_0401. The binding affinity (normalized) is 0.595. (5) The peptide sequence is EKALWIIFSQNMNIK. The MHC is DRB4_0101 with pseudo-sequence DRB4_0103. The binding affinity (normalized) is 0.772. (6) The peptide sequence is YDKFNANVSTVLTGK. The MHC is DRB1_0701 with pseudo-sequence DRB1_0701. The binding affinity (normalized) is 0.667. (7) The peptide sequence is SAIRAAPEAARSLAS. The MHC is DRB1_1201 with pseudo-sequence DRB1_1201. The binding affinity (normalized) is 0.372. (8) The peptide sequence is VTLRIRNVRFSDEGG. The MHC is DRB3_0101 with pseudo-sequence DRB3_0101. The binding affinity (normalized) is 0.258. (9) The peptide sequence is DPDKDVDIMVRDGQL. The MHC is DRB1_0802 with pseudo-sequence DRB1_0802. The binding affinity (normalized) is 0.130.